From a dataset of Forward reaction prediction with 1.9M reactions from USPTO patents (1976-2016). Predict the product of the given reaction. (1) Given the reactants [CH2:1]([S:3]([NH:6][CH2:7][C:8]1[CH:13]=[CH:12][C:11]([CH:14]([CH3:18])[C:15]([OH:17])=O)=[CH:10][C:9]=1[F:19])(=[O:5])=[O:4])[CH3:2].[CH3:20][CH:21]1[CH2:26][CH2:25][N:24]([C:27]2[C:32]([CH2:33][NH2:34])=[CH:31][CH:30]=[C:29]([C:35]([F:38])([F:37])[F:36])[N:28]=2)[CH2:23][CH2:22]1.ON1C2C=CC=CC=2N=N1.C(N=C=NCCCN(C)C)C.C(N(CC)CC)C, predict the reaction product. The product is: [CH2:1]([S:3]([NH:6][CH2:7][C:8]1[CH:13]=[CH:12][C:11]([CH:14]([CH3:18])[C:15]([NH:34][CH2:33][C:32]2[C:27]([N:24]3[CH2:25][CH2:26][CH:21]([CH3:20])[CH2:22][CH2:23]3)=[N:28][C:29]([C:35]([F:38])([F:36])[F:37])=[CH:30][CH:31]=2)=[O:17])=[CH:10][C:9]=1[F:19])(=[O:4])=[O:5])[CH3:2]. (2) Given the reactants [Cl:1][C:2]1[CH:3]=[C:4]([CH2:8][CH2:9][OH:10])[CH:5]=[CH:6][CH:7]=1.[H-].[Na+].Cl[CH2:14][C:15]([O-:17])=[O:16].[Na+], predict the reaction product. The product is: [Cl:1][C:2]1[CH:3]=[C:4]([CH2:8][CH2:9][O:10][CH2:14][C:15]([OH:17])=[O:16])[CH:5]=[CH:6][CH:7]=1. (3) Given the reactants C[O-].[Na+].[CH2:4]([O:11][N:12]([C:20]1[N:30]=[CH:29][C:28]([Br:31])=[CH:27][C:21]=1[C:22]([O:24]CC)=O)[C:13](=[O:19])[CH2:14][C:15]([O:17][CH3:18])=[O:16])[C:5]1[CH:10]=[CH:9][CH:8]=[CH:7][CH:6]=1.Cl, predict the reaction product. The product is: [CH2:4]([O:11][N:12]1[C:20]2[C:21](=[CH:27][C:28]([Br:31])=[CH:29][N:30]=2)[C:22]([OH:24])=[C:14]([C:15]([O:17][CH3:18])=[O:16])[C:13]1=[O:19])[C:5]1[CH:10]=[CH:9][CH:8]=[CH:7][CH:6]=1.